This data is from Catalyst prediction with 721,799 reactions and 888 catalyst types from USPTO. The task is: Predict which catalyst facilitates the given reaction. Reactant: [F:1][C:2]1[CH:7]=[CH:6][CH:5]=[C:4]([F:8])[C:3]=1[C:9]1[C:18]2[CH:17]=[C:16]([C:19]#[N:20])[CH:15]=[CH:14][C:13]=2[C:12]2[N:21](COCC[Si](C)(C)C)[N:22]=[C:23]([NH:24][CH:25]3[CH2:30][CH2:29][N:28]([S:31]([CH3:34])(=[O:33])=[O:32])[CH2:27][CH2:26]3)[C:11]=2[N:10]=1.O.[OH-].[Na+]. Product: [F:8][C:4]1[CH:5]=[CH:6][CH:7]=[C:2]([F:1])[C:3]=1[C:9]1[C:18]2[CH:17]=[C:16]([C:19]#[N:20])[CH:15]=[CH:14][C:13]=2[C:12]2[NH:21][N:22]=[C:23]([NH:24][CH:25]3[CH2:30][CH2:29][N:28]([S:31]([CH3:34])(=[O:32])=[O:33])[CH2:27][CH2:26]3)[C:11]=2[N:10]=1. The catalyst class is: 33.